From a dataset of Reaction yield outcomes from USPTO patents with 853,638 reactions. Predict the reaction yield, written as a fraction of the theoretical maximum amount of product (1.0 means a 100% yield; for example, 0.34 means a 34% yield). (1) The reactants are [O:1]([C:8]1[CH:9]=[C:10]([CH:14]=[CH:15][CH:16]=1)[C:11]([OH:13])=O)[C:2]1[CH:7]=[CH:6][CH:5]=[CH:4][CH:3]=1.[NH2:17][C@@H:18]1[C@H:22]2[O:23][CH2:24][C@H:25]([NH:26][C:27]([CH:29]3[CH2:31][CH2:30]3)=[O:28])[C@H:21]2[O:20][CH2:19]1. No catalyst specified. The product is [CH:29]1([C:27]([NH:26][C@@H:25]2[C@H:21]3[O:20][CH2:19][C@H:18]([NH:17][C:11](=[O:13])[C:10]4[CH:14]=[CH:15][CH:16]=[C:8]([O:1][C:2]5[CH:3]=[CH:4][CH:5]=[CH:6][CH:7]=5)[CH:9]=4)[C@H:22]3[O:23][CH2:24]2)=[O:28])[CH2:30][CH2:31]1. The yield is 0.545. (2) The reactants are [CH3:1][C:2]1[CH:3]=[C:4](B(O)O)[CH:5]=[CH:6][C:7]=1[CH3:8].[Cl:12][C:13]1[N:18]=[C:17](Cl)[N:16]=[C:15]([O:20][CH3:21])[N:14]=1.C(=O)([O-])[O-].[Na+].[Na+].O. The catalyst is C1(C)C=CC=CC=1.C1C=CC([P]([Pd]([P](C2C=CC=CC=2)(C2C=CC=CC=2)C2C=CC=CC=2)([P](C2C=CC=CC=2)(C2C=CC=CC=2)C2C=CC=CC=2)[P](C2C=CC=CC=2)(C2C=CC=CC=2)C2C=CC=CC=2)(C2C=CC=CC=2)C2C=CC=CC=2)=CC=1.C(OCC)(=O)C. The product is [Cl:12][C:13]1[N:18]=[C:17]([C:4]2[CH:5]=[CH:6][C:7]([CH3:8])=[C:2]([CH3:1])[CH:3]=2)[N:16]=[C:15]([O:20][CH3:21])[N:14]=1. The yield is 0.920. (3) The reactants are [CH3:1][C:2]1[CH:7]=[CH:6][C:5]([C:8]2[C:16]3[O:15][CH:14]([CH2:17][NH2:18])[CH2:13][C:12]=3[CH:11]=[CH:10][CH:9]=2)=[CH:4][CH:3]=1.C(N(C(C)C)CC)(C)C.Cl[C:29]([O:31][CH2:32][C:33]1[CH:38]=[CH:37][CH:36]=[CH:35][CH:34]=1)=[O:30].C(OC(=O)NCC1CC2C=CC=C(C3CCCC3)C=2O1)C1C=CC=CC=1. No catalyst specified. The product is [CH3:1][C:2]1[CH:3]=[CH:4][C:5]([C:8]2[C:16]3[O:15][CH:14]([CH2:17][NH:18][C:29](=[O:30])[O:31][CH2:32][C:33]4[CH:38]=[CH:37][CH:36]=[CH:35][CH:34]=4)[CH2:13][C:12]=3[CH:11]=[CH:10][CH:9]=2)=[CH:6][CH:7]=1. The yield is 0.560. (4) The reactants are [C:1]1([CH2:7][N:8]2[CH2:13][CH2:12][C:11](=O)[CH2:10][CH2:9]2)[CH:6]=[CH:5][CH:4]=[CH:3][CH:2]=1.[C-:15]#[N:16].[K+].Cl.[CH3:19][NH:20][CH3:21]. The catalyst is C(O)C.O. The product is [CH3:19][N:20]([CH3:21])[C:11]1([C:15]#[N:16])[CH2:12][CH2:13][N:8]([CH2:7][C:1]2[CH:6]=[CH:5][CH:4]=[CH:3][CH:2]=2)[CH2:9][CH2:10]1. The yield is 0.960. (5) The reactants are [CH:1]1[C:10]2[C:5](=[CH:6][CH:7]=[CH:8][CH:9]=2)[CH:4]=[C:3]([C:11]([OH:13])=O)[N:2]=1.CN(C(ON1N=NC2C=CC=CC1=2)=[N+](C)C)C.F[P-](F)(F)(F)(F)F.CCN(C(C)C)C(C)C.[CH3:47][O:48][C:49]([C:51]1[C:59]2[N:58]=[C:57]([NH2:60])[NH:56][C:55]=2[CH:54]=[CH:53][C:52]=1[O:61][CH3:62])=[O:50]. The catalyst is CN(C=O)C.[Cl-].[Na+].O. The product is [CH3:47][O:48][C:49]([C:51]1[C:59]2[NH:58][C:57]([NH:60][C:11]([C:3]3[N:2]=[CH:1][C:10]4[C:5]([CH:4]=3)=[CH:6][CH:7]=[CH:8][CH:9]=4)=[O:13])=[N:56][C:55]=2[CH:54]=[CH:53][C:52]=1[O:61][CH3:62])=[O:50]. The yield is 0.280.